From a dataset of Full USPTO retrosynthesis dataset with 1.9M reactions from patents (1976-2016). Predict the reactants needed to synthesize the given product. (1) Given the product [CH3:18]/[C:19](/[C:13]1[N:9]([C:3]2[CH:4]=[CH:5][C:6]([OH:8])=[CH:7][C:2]=2[F:1])[N:10]=[C:11]([CH3:17])[C:12]=1[C:15]#[N:16])=[CH:20]/[CH3:21], predict the reactants needed to synthesize it. The reactants are: [F:1][C:2]1[CH:7]=[C:6]([OH:8])[CH:5]=[CH:4][C:3]=1[N:9]1[C:13](I)=[C:12]([C:15]#[N:16])[C:11]([CH3:17])=[N:10]1.[CH3:18]/[C:19](/B(O)O)=[CH:20]/[CH3:21].C([O-])([O-])=O.[K+].[K+]. (2) Given the product [CH2:1]([C@H:3]1[C@@H:7]([C:8]2[N:12]3[C:13]4[CH:19]=[CH:18][N:17]([S:20]([C:23]5[CH:24]=[CH:25][C:26]([CH3:27])=[CH:28][CH:29]=5)(=[O:22])=[O:21])[C:14]=4[N:15]=[CH:16][C:11]3=[N:10][N:9]=2)[CH2:6][C@@H:5]([NH:30][C:32](=[O:33])[O:34][CH:35]([CH3:37])[CH3:36])[CH2:4]1)[CH3:2], predict the reactants needed to synthesize it. The reactants are: [CH2:1]([C@H:3]1[C@@H:7]([C:8]2[N:12]3[C:13]4[CH:19]=[CH:18][N:17]([S:20]([C:23]5[CH:29]=[CH:28][C:26]([CH3:27])=[CH:25][CH:24]=5)(=[O:22])=[O:21])[C:14]=4[N:15]=[CH:16][C:11]3=[N:10][N:9]=2)[CH2:6][C@@H:5]([NH2:30])[CH2:4]1)[CH3:2].Cl[C:32]([O:34][CH:35]([CH3:37])[CH3:36])=[O:33]. (3) Given the product [Cl:1][C:2]1[C:3]([CH3:8])=[N:4][O:5][C:6]=1[NH:7][S:26]([C:18]1[C:19]2[CH:25]=[CH:24][CH:23]=[CH:22][C:20]=2[S:21][C:17]=1[CH2:16][C:15]1[CH:30]=[CH:31][C:32]2[O:33][CH2:11][O:12][C:13]=2[CH:14]=1)(=[O:28])=[O:27], predict the reactants needed to synthesize it. The reactants are: [Cl:1][C:2]1[C:3]([CH3:8])=[N:4][O:5][C:6]=1[NH2:7].[H-].[Na+].[CH2:11]1[O:33][C:32]2[CH:31]=[CH:30][C:15]([CH2:16][C:17]3[S:21][C:20]4[CH:22]=[CH:23][CH:24]=[CH:25][C:19]=4[C:18]=3[S:26](Cl)(=[O:28])=[O:27])=[CH:14][C:13]=2[O:12]1. (4) Given the product [CH2:1]([O:3][C:4]([N:6]1[C:15]2[C:10](=[N:11][C:12]([O:16][CH3:17])=[CH:13][CH:14]=2)[C@@H:9]([NH:18][C:19]2[N:24]=[C:23]([CH2:25][C:26]3[CH:31]=[C:30]([C:32]([F:34])([F:35])[F:33])[CH:29]=[C:28]([C:36]([F:39])([F:38])[F:37])[CH:27]=3)[C:22]([N:40]3[CH2:45][CH2:44][O:43][CH2:42][C:41]3=[O:51])=[CH:21][N:20]=2)[CH2:8][C@H:7]1[CH2:52][CH3:53])=[O:5])[CH3:2], predict the reactants needed to synthesize it. The reactants are: [CH2:1]([O:3][C:4]([N:6]1[C:15]2[C:10](=[N:11][C:12]([O:16][CH3:17])=[CH:13][CH:14]=2)[C@@H:9]([NH:18][C:19]2[N:24]=[C:23]([CH2:25][C:26]3[CH:31]=[C:30]([C:32]([F:35])([F:34])[F:33])[CH:29]=[C:28]([C:36]([F:39])([F:38])[F:37])[CH:27]=3)[C:22]([NH:40][C:41](=[O:51])[CH2:42][O:43][CH2:44][CH2:45]OS(C)(=O)=O)=[CH:21][N:20]=2)[CH2:8][C@H:7]1[CH2:52][CH3:53])=[O:5])[CH3:2].CC(C)([O-])C.[Na+].[Cl-].[NH4+]. (5) Given the product [Br:18][CH2:3][C:4]1[C:9]([CH3:10])=[CH:8][CH:7]=[CH:6][C:5]=1[N:11]1[C:15](=[O:16])[N:14]([CH3:17])[N:13]=[N:12]1, predict the reactants needed to synthesize it. The reactants are: CO[CH2:3][C:4]1[C:9]([CH3:10])=[CH:8][CH:7]=[CH:6][C:5]=1[N:11]1[C:15](=[O:16])[N:14]([CH3:17])[N:13]=[N:12]1.[BrH:18].C(O)(=O)C.